This data is from Full USPTO retrosynthesis dataset with 1.9M reactions from patents (1976-2016). The task is: Predict the reactants needed to synthesize the given product. (1) Given the product [Cl:1][C:2]1[CH:7]=[CH:6][C:5]([N:8]2[CH:12]=[CH:11][C:10]([C@H:13]([NH:14][S@@:15]([C:17]([CH3:20])([CH3:19])[CH3:18])=[O:16])[CH3:21])=[N:9]2)=[CH:4][CH:3]=1, predict the reactants needed to synthesize it. The reactants are: [Cl:1][C:2]1[CH:7]=[CH:6][C:5]([N:8]2[CH:12]=[CH:11][C:10](/[CH:13]=[N:14]/[S@@:15]([C:17]([CH3:20])([CH3:19])[CH3:18])=[O:16])=[N:9]2)=[CH:4][CH:3]=1.[CH3:21][Mg]Br. (2) Given the product [NH2:13][C:9]1[CH:8]=[C:7]([CH:4]2[CH2:5][CH2:6][N:1]([C:21]([O:23][C:24]([CH3:27])([CH3:26])[CH3:25])=[O:22])[CH2:2][CH2:3]2)[CH:12]=[CH:11][N:10]=1, predict the reactants needed to synthesize it. The reactants are: [NH:1]1[CH2:6][CH2:5][CH:4]([C:7]2[CH:12]=[CH:11][N:10]=[C:9]([NH2:13])[CH:8]=2)[CH2:3][CH2:2]1.C(N(CC)CC)C.[C:21](O[C:21]([O:23][C:24]([CH3:27])([CH3:26])[CH3:25])=[O:22])([O:23][C:24]([CH3:27])([CH3:26])[CH3:25])=[O:22].ClCCl.CO. (3) Given the product [F:31][C:4]1[CH:3]=[C:2]([NH:1][C:46]([C:43]2[C:44](=[O:45])[N:39]([C:36]3[CH:37]=[CH:38][C:33]([F:32])=[CH:34][CH:35]=3)[N:40]=[CH:41][CH:42]=2)=[O:47])[CH:30]=[CH:29][C:5]=1[O:6][C:7]1[CH:12]=[CH:11][N:10]=[C:9]2[CH:13]=[C:14]([C:16]3[CH2:21][CH2:20][N:19]([C:22]([O:24][C:25]([CH3:27])([CH3:28])[CH3:26])=[O:23])[CH2:18][CH:17]=3)[S:15][C:8]=12, predict the reactants needed to synthesize it. The reactants are: [NH2:1][C:2]1[CH:30]=[CH:29][C:5]([O:6][C:7]2[CH:12]=[CH:11][N:10]=[C:9]3[CH:13]=[C:14]([C:16]4[CH2:21][CH2:20][N:19]([C:22]([O:24][C:25]([CH3:28])([CH3:27])[CH3:26])=[O:23])[CH2:18][CH:17]=4)[S:15][C:8]=23)=[C:4]([F:31])[CH:3]=1.[F:32][C:33]1[CH:38]=[CH:37][C:36]([N:39]2[C:44](=[O:45])[C:43]([C:46](O)=[O:47])=[CH:42][CH:41]=[N:40]2)=[CH:35][CH:34]=1.Cl.C(N=C=NCCCN(C)C)C.N1(O)C2C=CC=CC=2N=N1.C(N(C(C)C)C(C)C)C. (4) Given the product [CH2:19]([S:16]([N:13]1[CH2:14][CH2:15][CH:10]([CH:8]2[CH2:7][C:6]3[CH:22]=[C:2]([C:31]4[CH2:36][CH2:35][N:34]([C:37]([O:39][C:40]([CH3:43])([CH3:42])[CH3:41])=[O:38])[CH2:33][CH:32]=4)[CH:3]=[CH:4][C:5]=3[O:9]2)[CH2:11][CH2:12]1)(=[O:18])=[O:17])[CH2:20][CH3:21], predict the reactants needed to synthesize it. The reactants are: Br[C:2]1[CH:3]=[CH:4][C:5]2[O:9][CH:8]([CH:10]3[CH2:15][CH2:14][N:13]([S:16]([CH2:19][CH2:20][CH3:21])(=[O:18])=[O:17])[CH2:12][CH2:11]3)[CH2:7][C:6]=2[CH:22]=1.CC1(C)C(C)(C)OB([C:31]2[CH2:36][CH2:35][N:34]([C:37]([O:39][C:40]([CH3:43])([CH3:42])[CH3:41])=[O:38])[CH2:33][CH:32]=2)O1.FC1C2OC(C3(O)CCN(C4N=CC(CCC)=CN=4)CC3)CC=2C=C(C2CCN(C(OC(C)(C)C)=O)CC=2)C=1. (5) Given the product [OH:2][CH:1]([C:3]1[CH:4]([C:8]([OH:10])=[O:9])[CH2:5][CH2:6][CH:7]=1)[CH2:12][CH2:13][CH2:14][C:15]1[CH:20]=[CH:19][CH:18]=[CH:17][CH:16]=1, predict the reactants needed to synthesize it. The reactants are: [CH:1]([C:3]1[CH:4]([C:8]([OH:10])=[O:9])[CH2:5][CH2:6][CH:7]=1)=[O:2].Br[CH2:12][CH2:13][CH2:14][C:15]1[CH:20]=[CH:19][CH:18]=[CH:17][CH:16]=1. (6) The reactants are: [F:1][C:2]1[CH:7]=[CH:6][C:5]([CH2:8][C:9]([NH2:11])=[O:10])=[CH:4][CH:3]=1.C(Cl)(=O)[C:13](Cl)=[O:14].[NH2:18][C:19]1[CH:37]=[CH:36][C:22]([O:23][C:24]2[N:29]=[CH:28][N:27]=[C:26]([NH:30][C:31](=[O:35])[N:32]([CH3:34])[CH3:33])[CH:25]=2)=[C:21]([F:38])[CH:20]=1.C(OCC)C. Given the product [F:38][C:21]1[CH:20]=[C:19]([NH:18][C:13]([NH:11][C:9](=[O:10])[CH2:8][C:5]2[CH:4]=[CH:3][C:2]([F:1])=[CH:7][CH:6]=2)=[O:14])[CH:37]=[CH:36][C:22]=1[O:23][C:24]1[N:29]=[CH:28][N:27]=[C:26]([NH:30][C:31](=[O:35])[N:32]([CH3:34])[CH3:33])[CH:25]=1, predict the reactants needed to synthesize it. (7) Given the product [CH:8]([C:7]1[C:3]([C:2]([F:1])([F:10])[F:11])=[N:4][N:5]([CH2:19][C:20]([NH:22][C:23]2[S:27][C:26]3[CH2:28][CH2:29][CH2:30][CH2:31][C:25]=3[C:24]=2[C:32]([NH:34][CH3:35])=[O:33])=[O:21])[CH:6]=1)=[O:9], predict the reactants needed to synthesize it. The reactants are: [F:1][C:2]([F:11])([F:10])[C:3]1[C:7]([CH:8]=[O:9])=[CH:6][NH:5][N:4]=1.CC(C)([O-])C.[K+].Br[CH2:19][C:20]([NH:22][C:23]1[S:27][C:26]2[CH2:28][CH2:29][CH2:30][CH2:31][C:25]=2[C:24]=1[C:32]([NH:34][CH3:35])=[O:33])=[O:21].[NH4+].[Cl-]. (8) Given the product [CH2:13]([O:8][C:6]1[CH:7]=[C:2]([Br:1])[CH:3]=[CH:4][C:5]=1[C:9]([CH3:12])([CH3:11])[CH3:10])[C:14]1[CH:19]=[CH:18][CH:17]=[CH:16][CH:15]=1, predict the reactants needed to synthesize it. The reactants are: [Br:1][C:2]1[CH:3]=[CH:4][C:5]([C:9]([CH3:12])([CH3:11])[CH3:10])=[C:6]([OH:8])[CH:7]=1.[CH2:13](Br)[C:14]1[CH:19]=[CH:18][CH:17]=[CH:16][CH:15]=1.C([O-])([O-])=O.[Cs+].[Cs+]. (9) Given the product [Cl:26][C:27]1[CH:28]=[C:29]2[C:34](=[CH:35][CH:36]=1)[CH:33]=[C:32]([S:37]([NH:1][C@H:2]1[CH2:6][CH2:5][N:4]([C:7]3[CH:8]=[C:9]4[C:14](=[CH:15][C:16]=3[CH3:17])[CH2:13][N:12]([C:18]([O:20][C:21]([CH3:22])([CH3:24])[CH3:23])=[O:19])[CH2:11][CH2:10]4)[C:3]1=[O:25])(=[O:39])=[O:38])[CH:31]=[CH:30]2, predict the reactants needed to synthesize it. The reactants are: [NH2:1][C@H:2]1[CH2:6][CH2:5][N:4]([C:7]2[CH:8]=[C:9]3[C:14](=[CH:15][C:16]=2[CH3:17])[CH2:13][N:12]([C:18]([O:20][C:21]([CH3:24])([CH3:23])[CH3:22])=[O:19])[CH2:11][CH2:10]3)[C:3]1=[O:25].[Cl:26][C:27]1[CH:28]=[C:29]2[C:34](=[CH:35][CH:36]=1)[CH:33]=[C:32]([S:37](Cl)(=[O:39])=[O:38])[CH:31]=[CH:30]2.